From a dataset of Full USPTO retrosynthesis dataset with 1.9M reactions from patents (1976-2016). Predict the reactants needed to synthesize the given product. (1) Given the product [OH:11][C:5]1[CH:4]=[CH:3][C:2]([CH3:1])=[CH:10][C:6]=1[C:7]([NH:16][C:15]1[CH:17]=[C:18]([C:21]([F:23])([F:24])[F:22])[CH:19]=[CH:20][C:14]=1[O:13][CH3:12])=[O:9], predict the reactants needed to synthesize it. The reactants are: [CH3:1][C:2]1[CH:10]=[C:6]([C:7]([OH:9])=O)[C:5]([OH:11])=[CH:4][CH:3]=1.[CH3:12][O:13][C:14]1[CH:20]=[CH:19][C:18]([C:21]([F:24])([F:23])[F:22])=[CH:17][C:15]=1[NH2:16]. (2) Given the product [Cl:1][C:2]1[CH:3]=[CH:4][C:5]([C:27]#[N:28])=[C:6]([C:8]2[C:13]([O:14][CH3:15])=[CH:12][N:11]([CH:16]([CH2:20][CH:21]3[CH2:25][CH2:24][O:23][CH2:22]3)[C:17]([NH:29][C:30]3[CH:42]=[CH:41][C:33]([C:34]([O:36][C:37]([CH3:38])([CH3:39])[CH3:40])=[O:35])=[CH:32][CH:31]=3)=[O:18])[C:10](=[O:26])[CH:9]=2)[CH:7]=1, predict the reactants needed to synthesize it. The reactants are: [Cl:1][C:2]1[CH:3]=[CH:4][C:5]([C:27]#[N:28])=[C:6]([C:8]2[C:13]([O:14][CH3:15])=[CH:12][N:11]([CH:16]([CH2:20][CH:21]3[CH2:25][CH2:24][O:23][CH2:22]3)[C:17](O)=[O:18])[C:10](=[O:26])[CH:9]=2)[CH:7]=1.[NH2:29][C:30]1[CH:42]=[CH:41][C:33]([C:34]([O:36][C:37]([CH3:40])([CH3:39])[CH3:38])=[O:35])=[CH:32][CH:31]=1. (3) Given the product [C:3]([O:7][CH:8]([C:14]1[C:18]([C:19]2[CH:20]=[CH:21][C:22]3[O:27][CH2:26][CH2:25][CH2:24][C:23]=3[CH:28]=2)=[C:17]([C:29]2[CH:34]=[CH:33][N:32]=[C:31]([F:35])[CH:30]=2)[S:16][C:15]=1[CH3:36])[C:9]([OH:11])=[O:10])([CH3:6])([CH3:5])[CH3:4], predict the reactants needed to synthesize it. The reactants are: [OH-].[Li+].[C:3]([O:7][CH:8]([C:14]1[C:18]([C:19]2[CH:20]=[CH:21][C:22]3[O:27][CH2:26][CH2:25][CH2:24][C:23]=3[CH:28]=2)=[C:17]([C:29]2[CH:34]=[CH:33][N:32]=[C:31]([F:35])[CH:30]=2)[S:16][C:15]=1[CH3:36])[C:9]([O:11]CC)=[O:10])([CH3:6])([CH3:5])[CH3:4]. (4) Given the product [CH2:1]([O:3][C:4]([C:6]1[C:7]([OH:24])=[C:8]2[C:12](=[CH:13][CH:14]=1)[N:11]([C:25]([O:27][C:28]([CH3:31])([CH3:30])[CH3:29])=[O:26])[N:10]=[C:9]2/[CH:15]=[CH:16]/[C:17]1[CH:18]=[CH:19][C:20]([F:23])=[CH:21][CH:22]=1)=[O:5])[CH3:2], predict the reactants needed to synthesize it. The reactants are: [CH2:1]([O:3][C:4]([C:6]1[C:7]([OH:24])=[C:8]2[C:12](=[CH:13][CH:14]=1)[NH:11][N:10]=[C:9]2/[CH:15]=[CH:16]/[C:17]1[CH:22]=[CH:21][C:20]([F:23])=[CH:19][CH:18]=1)=[O:5])[CH3:2].[C:25](O[C:25]([O:27][C:28]([CH3:31])([CH3:30])[CH3:29])=[O:26])([O:27][C:28]([CH3:31])([CH3:30])[CH3:29])=[O:26].O. (5) Given the product [C:36]1([S:42]([C:45]2[CH:46]=[CH:47][C:48]([C:61]([F:63])([F:64])[F:62])=[C:49]([S:51]([NH:54][CH:55]3[CH2:60][CH2:59][N:58]([C:14]([CH:11]4[CH2:10][CH2:9][N:8]([C:1]([O:3][C:4]([CH3:5])([CH3:6])[CH3:7])=[O:2])[CH2:13][CH2:12]4)=[O:16])[CH2:57][CH2:56]3)(=[O:53])=[O:52])[CH:50]=2)(=[O:44])=[O:43])[CH:37]=[CH:38][CH:39]=[CH:40][CH:41]=1, predict the reactants needed to synthesize it. The reactants are: [C:1]([N:8]1[CH2:13][CH2:12][CH:11]([C:14]([OH:16])=O)[CH2:10][CH2:9]1)([O:3][C:4]([CH3:7])([CH3:6])[CH3:5])=[O:2].C(N(CC)CC)C.C(N1C=CN=C1)(N1C=CN=C1)=O.[C:36]1([S:42]([C:45]2[CH:46]=[CH:47][C:48]([C:61]([F:64])([F:63])[F:62])=[C:49]([S:51]([NH:54][CH:55]3[CH2:60][CH2:59][NH:58][CH2:57][CH2:56]3)(=[O:53])=[O:52])[CH:50]=2)(=[O:44])=[O:43])[CH:41]=[CH:40][CH:39]=[CH:38][CH:37]=1. (6) Given the product [Cl:1][C:2]1[CH:3]=[C:4]2[C:8](=[CH:9][CH:10]=1)[N:7]([CH2:11][CH2:12][CH2:13][OH:14])[C:6]([C:16]1[CH:21]=[CH:20][CH:19]=[CH:18][N:17]=1)=[C:5]2[CH3:22], predict the reactants needed to synthesize it. The reactants are: [Cl:1][C:2]1[CH:3]=[C:4]2[C:8](=[CH:9][CH:10]=1)[N:7]([CH2:11][CH2:12][C:13](O)=[O:14])[C:6]([C:16]1[CH:21]=[CH:20][CH:19]=[CH:18][N:17]=1)=[C:5]2[CH3:22].[H-].[H-].[H-].[H-].[Li+].[Al+3]. (7) Given the product [ClH:1].[CH2:2]1[C:10]2[C:5](=[CH:6][CH:7]=[CH:8][CH:9]=2)[CH2:4][NH:3]1, predict the reactants needed to synthesize it. The reactants are: [ClH:1].[CH2:2]1[C:10]2[C:5](=[CH:6][CH:7]=[CH:8][CH:9]=2)[CH2:4][NH:3]1. (8) Given the product [Cl:1][C:2]1[CH:7]=[CH:6][C:5]([CH:8]([CH:12]2[CH2:16][CH2:15][C:14]([F:18])([F:17])[CH2:13]2)[C:9]([Cl:27])=[O:10])=[CH:4][CH:3]=1, predict the reactants needed to synthesize it. The reactants are: [Cl:1][C:2]1[CH:7]=[CH:6][C:5]([CH:8]([CH:12]2[CH2:16][CH2:15][C:14]([F:18])([F:17])[CH2:13]2)[C:9](O)=[O:10])=[CH:4][CH:3]=1.CN(C=O)C.C(Cl)(=O)C([Cl:27])=O. (9) The reactants are: [Cl:1][C:2]1[C:7]([OH:8])=[C:6]([F:9])[C:5]([CH3:10])=[CH:4][CH:3]=1.C1OCCOCCOCCOCCOCCOC1.CC(C)([O-])C.[K+].C1COCC1.[Br:40][C:41]1[CH:46]=[C:45]([Cl:47])[CH:44]=[C:43](F)[C:42]=1[Cl:49]. Given the product [Br:40][C:41]1[C:42]([Cl:49])=[C:43]([O:8][C:7]2[C:6]([F:9])=[C:5]([CH3:10])[CH:4]=[CH:3][C:2]=2[Cl:1])[CH:44]=[C:45]([Cl:47])[CH:46]=1, predict the reactants needed to synthesize it. (10) Given the product [O:15]1[CH:19]=[CH:18][CH:17]=[C:16]1[C:2]1[N:7]=[N:6][C:5]([NH2:8])=[N:4][C:3]=1[C:9]1[CH:14]=[CH:13][CH:12]=[CH:11][CH:10]=1, predict the reactants needed to synthesize it. The reactants are: Br[C:2]1[N:7]=[N:6][C:5]([NH2:8])=[N:4][C:3]=1[C:9]1[CH:14]=[CH:13][CH:12]=[CH:11][CH:10]=1.[O:15]1[CH:19]=[CH:18][CH:17]=[C:16]1B(O)O.